This data is from Full USPTO retrosynthesis dataset with 1.9M reactions from patents (1976-2016). The task is: Predict the reactants needed to synthesize the given product. Given the product [Cl:21][C:3]1[C:2]([B:25]2[O:26][C:27]([CH3:29])([CH3:28])[C:23]([CH3:39])([CH3:22])[O:24]2)=[CH:7][CH:6]=[CH:5][C:4]=1/[N:8]=[C:9]1/[C:10]2[CH:20]=[CH:19][CH:18]=[CH:17][C:11]=2[N:12]([CH3:16])[C:13](=[O:15])[O:14]/1, predict the reactants needed to synthesize it. The reactants are: Br[C:2]1[C:3]([Cl:21])=[C:4](/[N:8]=[C:9]2/[C:10]3[CH:20]=[CH:19][CH:18]=[CH:17][C:11]=3[N:12]([CH3:16])[C:13](=[O:15])[O:14]/2)[CH:5]=[CH:6][CH:7]=1.[CH3:22][C:23]1([CH3:39])[C:27]([CH3:29])([CH3:28])[O:26][B:25]([B:25]2[O:26][C:27]([CH3:29])([CH3:28])[C:23]([CH3:39])([CH3:22])[O:24]2)[O:24]1.C([O-])(=O)C.[K+].